Dataset: Full USPTO retrosynthesis dataset with 1.9M reactions from patents (1976-2016). Task: Predict the reactants needed to synthesize the given product. Given the product [CH:10]1([CH2:16][NH:17][C:3]([S:2][CH3:1])=[CH:4][N+:5]([O-:7])=[O:6])[CH2:15][CH2:14][CH2:13][CH2:12][CH2:11]1, predict the reactants needed to synthesize it. The reactants are: [CH3:1][S:2][C:3](SC)=[CH:4][N+:5]([O-:7])=[O:6].[CH:10]1([CH2:16][NH2:17])[CH2:15][CH2:14][CH2:13][CH2:12][CH2:11]1.